This data is from Full USPTO retrosynthesis dataset with 1.9M reactions from patents (1976-2016). The task is: Predict the reactants needed to synthesize the given product. (1) Given the product [C:16]([C:18]1[CH:19]=[C:20]([C:25]2[S:29][C:28]([C:30]([O:32][CH3:33])=[O:31])=[CH:27][CH:26]=2)[CH:21]=[CH:22][C:23]=1[O:6][S:7]([C:10]([F:11])([F:12])[F:13])(=[O:8])=[O:9])#[N:17], predict the reactants needed to synthesize it. The reactants are: FC(F)(F)S([O:6][S:7]([C:10]([F:13])([F:12])[F:11])(=[O:9])=[O:8])(=O)=O.[C:16]([C:18]1[CH:19]=[C:20]([C:25]2[S:29][C:28]([C:30]([O:32][CH3:33])=[O:31])=[CH:27][CH:26]=2)[CH:21]=[CH:22][C:23]=1O)#[N:17]. (2) The reactants are: C(OC([N:8]([CH3:59])[C@H:9]([C:13]([NH:15][C@H:16]([C:20]([N:22]([C@@H:24]([C@@H:55]([CH3:58])[CH2:56][CH3:57])[C@H:25]([O:53][CH3:54])[CH2:26][C:27]([N:29]1[CH2:33][CH2:32][CH2:31][C@H:30]1[C@H:34]([O:51][CH3:52])[C@@H:35]([CH3:50])[C:36]([NH:38][C@H:39]([C:47]([OH:49])=O)[CH2:40][C:41]1[CH:46]=[CH:45][CH:44]=[CH:43][CH:42]=1)=[O:37])=[O:28])[CH3:23])=[O:21])[CH:17]([CH3:19])[CH3:18])=[O:14])C(C)C)=O)(C)(C)C.[NH:60]1[CH2:65][CH2:64][O:63][CH2:62][CH2:61]1.[CH:66]1[CH:67]=CC2N(O)N=NC=2[CH:71]=1.FC(F)(F)C(O)=O.O=[CH:84][CH2:85][CH2:86][C:87]([OH:89])=[O:88].C([BH3-])#N.[Na+]. Given the product [C:87]([CH2:86][CH2:85][CH2:84][N:8]([CH3:59])[C@H:9]([C:13]([NH:15][C@H:16]([C:20]([N:22]([C@@H:24]([C@@H:55]([CH3:58])[CH2:56][CH3:57])[C@H:25]([O:53][CH3:54])[CH2:26][C:27]([N:29]1[CH2:33][CH2:32][CH2:31][C@H:30]1[C@H:34]([O:51][CH3:52])[C@@H:35]([CH3:50])[C:36]([NH:38][C@@H:39]([CH2:40][C:41]1[CH:46]=[CH:45][CH:44]=[CH:43][CH:42]=1)[C:47]([N:60]1[CH2:65][CH2:64][O:63][CH2:62][CH2:61]1)=[O:49])=[O:37])=[O:28])[CH3:23])=[O:21])[CH:17]([CH3:19])[CH3:18])=[O:14])[CH:66]([CH3:67])[CH3:71])([OH:89])=[O:88], predict the reactants needed to synthesize it. (3) Given the product [CH3:1][N:2]1[CH2:15][CH2:14][C:5]2[N:6]([C:17]3[CH:18]=[C:19]4[C:24](=[CH:25][CH:26]=3)[N:23]=[CH:22][CH:21]=[CH:20]4)[C:7]3[CH:8]=[CH:9][C:10]([CH3:13])=[CH:11][C:12]=3[C:4]=2[CH2:3]1, predict the reactants needed to synthesize it. The reactants are: [CH3:1][N:2]1[CH2:15][CH2:14][C:5]2[NH:6][C:7]3[CH:8]=[CH:9][C:10]([CH3:13])=[CH:11][C:12]=3[C:4]=2[CH2:3]1.Br[C:17]1[CH:18]=[C:19]2[C:24](=[CH:25][CH:26]=1)[N:23]=[CH:22][CH:21]=[CH:20]2.[O-]P([O-])([O-])=O.[K+].[K+].[K+].N1CCC[C@H]1C(O)=O. (4) Given the product [Cl:1][C:2]1[CH:7]=[C:6]([Cl:8])[CH:5]=[CH:4][C:3]=1[S:9]([N:19]1[CH2:20][CH2:21][CH2:22][C@H:17]([C:16]([OH:23])=[O:15])[CH2:18]1)(=[O:11])=[O:10], predict the reactants needed to synthesize it. The reactants are: [Cl:1][C:2]1[CH:7]=[C:6]([Cl:8])[CH:5]=[CH:4][C:3]=1[S:9](Cl)(=[O:11])=[O:10].C([O:15][C:16](=[O:23])[C@H:17]1[CH2:22][CH2:21][CH2:20][NH:19][CH2:18]1)C. (5) Given the product [CH3:8][C:5]1[N:4]=[CH:3][C:2]([C:18]2[CH2:17][N:16]([CH2:15][C:9]3[CH:14]=[CH:13][CH:12]=[CH:11][CH:10]=3)[CH2:20][CH:19]=2)=[CH:7][N:6]=1, predict the reactants needed to synthesize it. The reactants are: Br[C:2]1[CH:3]=[N:4][C:5]([CH3:8])=[N:6][CH:7]=1.[C:9]1([CH2:15][N:16]2[CH2:20][CH:19]=[C:18](B3OC(C)(C)C(C)(C)O3)[CH2:17]2)[CH:14]=[CH:13][CH:12]=[CH:11][CH:10]=1.[F-].[Cs+]. (6) The reactants are: FC(F)(F)C(O)=O.[F:8][C:9]([F:58])([F:57])[C:10]1[CH:11]=[C:12]([C:20]([CH3:56])([CH3:55])[C:21]([N:23]([CH3:54])[C:24]2[C:25]([C:46]3[CH:51]=[CH:50][C:49]([F:52])=[CH:48][C:47]=3[CH3:53])=[CH:26][C:27]([C:30]#[C:31][CH2:32][C@@H:33]([NH:38]C(OC(C)(C)C)=O)[C:34]([O:36][CH3:37])=[O:35])=[N:28][CH:29]=2)=[O:22])[CH:13]=[C:14]([C:16]([F:19])([F:18])[F:17])[CH:15]=1. Given the product [NH2:38][C@H:33]([CH2:32][C:31]#[C:30][C:27]1[CH:26]=[C:25]([C:46]2[CH:51]=[CH:50][C:49]([F:52])=[CH:48][C:47]=2[CH3:53])[C:24]([N:23]([C:21](=[O:22])[C:20]([C:12]2[CH:11]=[C:10]([C:9]([F:57])([F:58])[F:8])[CH:15]=[C:14]([C:16]([F:18])([F:17])[F:19])[CH:13]=2)([CH3:55])[CH3:56])[CH3:54])=[CH:29][N:28]=1)[C:34]([O:36][CH3:37])=[O:35], predict the reactants needed to synthesize it. (7) Given the product [C:1]([CH:9]1[CH2:13][CH:12]([OH:14])[CH2:11][N:10]1[C:22]([O:24][CH2:25][C:28]1[CH:56]=[CH:57][C:47]([N+:44]([O-:46])=[O:45])=[CH:48][CH:49]=1)=[O:23])(=[O:8])[C:2]1[CH:3]=[CH:4][CH:5]=[CH:6][CH:7]=1, predict the reactants needed to synthesize it. The reactants are: [C:1]([CH:9]1[CH2:13][CH:12]([O:14][Si](C(C)(C)C)(C)C)[CH2:11][N:10]1[C:22]([O:24][C:25]([CH3:28])(C)C)=[O:23])(=[O:8])[C:2]1[CH:7]=[CH:6][CH:5]=[CH:4][CH:3]=1.Cl.CO.Cl.O1CCOCC1.C(=O)([O-])O.[Na+].[N+:44]([C:47]1[CH:57]=[CH:56]C(COC(Cl)=O)=[CH:49][CH:48]=1)([O-:46])=[O:45]. (8) Given the product [Br:1][C:2]1[CH:7]=[C:6]([C:17]#[C:18][CH2:19][CH2:20][CH2:21][CH2:22][CH2:23][CH3:24])[C:5]([Br:9])=[CH:4][C:3]=1[C:30]#[C:31][CH2:11][CH2:16][CH2:15][CH2:14][CH2:13][CH3:12], predict the reactants needed to synthesize it. The reactants are: [Br:1][C:2]1[CH:7]=[C:6](I)[C:5]([Br:9])=[CH:4][C:3]=1I.[CH:11]1[CH:16]=[CH:15][CH:14]=[CH:13][CH:12]=1.[CH2:17]=[CH:18][CH2:19][CH2:20][CH2:21][CH2:22][CH2:23][CH2:24]CCCC.O.[CH:30](NC(C)C)(C)[CH3:31].